This data is from Reaction yield outcomes from USPTO patents with 853,638 reactions. The task is: Predict the reaction yield, written as a fraction of the theoretical maximum amount of product (1.0 means a 100% yield; for example, 0.34 means a 34% yield). (1) The reactants are Cl[C:2]1[N:7]=[C:6]([C:8]2[N:12]3[CH:13]=[CH:14][CH:15]=[CH:16][C:11]3=[N:10][C:9]=2[C:17]2[CH:18]=[CH:19][C:20]([O:34][CH3:35])=[C:21]([CH:33]=2)[C:22]([NH:24][C:25]2[C:30]([F:31])=[CH:29][CH:28]=[CH:27][C:26]=2[F:32])=[O:23])[CH:5]=[CH:4][N:3]=1.[CH3:36][C:37]1[C:38]([N:46]2[CH2:51][CH2:50][N:49]([CH2:52][CH2:53][S:54]([CH3:57])(=[O:56])=[O:55])[CH2:48][CH2:47]2)=[CH:39][C:40]([O:44][CH3:45])=[C:41]([CH:43]=1)[NH2:42].C1(C)C=CC(S(O)(=O)=O)=CC=1.C[O-].[Na+]. The catalyst is C(Cl)Cl.CC(O)C. The product is [F:32][C:26]1[CH:27]=[CH:28][CH:29]=[C:30]([F:31])[C:25]=1[NH:24][C:22](=[O:23])[C:21]1[CH:33]=[C:17]([C:9]2[N:10]=[C:11]3[CH:16]=[CH:15][CH:14]=[CH:13][N:12]3[C:8]=2[C:6]2[CH:5]=[CH:4][N:3]=[C:2]([NH:42][C:41]3[CH:43]=[C:37]([CH3:36])[C:38]([N:46]4[CH2:51][CH2:50][N:49]([CH2:52][CH2:53][S:54]([CH3:57])(=[O:56])=[O:55])[CH2:48][CH2:47]4)=[CH:39][C:40]=3[O:44][CH3:45])[N:7]=2)[CH:18]=[CH:19][C:20]=1[O:34][CH3:35]. The yield is 0.490. (2) The reactants are C1(C)C=CC=CC=1.Br[C:9]1[CH:18]=[CH:17][CH:16]=[C:15]2[C:10]=1[CH:11]=[CH:12][C:13]([O:19][CH3:20])=[N:14]2.[C:21]([N:28]1[CH2:33][CH2:32][NH:31][CH2:30][CH2:29]1)([O:23][C:24]([CH3:27])([CH3:26])[CH3:25])=[O:22].CC([O-])(C)C.[Na+]. The catalyst is C(OCC)(=O)C.CC([O-])=O.CC([O-])=O.[Pd+2].C1(P(C2CCCCC2)C2C=CC=CC=2C2C=CC=CC=2)CCCCC1. The product is [C:24]([O:23][C:21]([N:28]1[CH2:33][CH2:32][N:31]([C:9]2[CH:18]=[CH:17][CH:16]=[C:15]3[C:10]=2[CH:11]=[CH:12][C:13]([O:19][CH3:20])=[N:14]3)[CH2:30][CH2:29]1)=[O:22])([CH3:27])([CH3:25])[CH3:26]. The yield is 0.660. (3) The yield is 0.950. The reactants are Br[CH2:2][C:3]1[CH:8]=[C:7]([I:9])[CH:6]=[CH:5][C:4]=1[Cl:10].[C:11]1(=[O:21])[NH:15][C:14](=[O:16])[C:13]2=[CH:17][CH:18]=[CH:19][CH:20]=[C:12]12.[K]. The product is [Cl:10][C:4]1[CH:5]=[CH:6][C:7]([I:9])=[CH:8][C:3]=1[CH2:2][N:15]1[C:14](=[O:16])[C:13]2=[CH:17][CH:18]=[CH:19][CH:20]=[C:12]2[C:11]1=[O:21]. The catalyst is CN(C=O)C.